This data is from Full USPTO retrosynthesis dataset with 1.9M reactions from patents (1976-2016). The task is: Predict the reactants needed to synthesize the given product. (1) Given the product [CH3:1][NH:2][C:3]([C:5]1[S:6][CH:7]=[CH:8][C:9]=1[NH:10][C:11]1[C:16]([Cl:17])=[CH:15][N:14]=[C:13]([NH:18][C:19]2[CH:20]=[CH:21][C:22]3[CH2:28][NH:27][CH2:26][C:25](=[O:32])[N:24]([CH2:33][CH3:34])[C:23]=3[CH:35]=2)[N:12]=1)=[O:4], predict the reactants needed to synthesize it. The reactants are: [CH3:1][NH:2][C:3]([C:5]1[S:6][CH:7]=[CH:8][C:9]=1[NH:10][C:11]1[C:16]([Cl:17])=[CH:15][N:14]=[C:13]([NH:18][C:19]2[CH:20]=[CH:21][C:22]3[CH2:28][N:27](C(=O)C)[CH2:26][C:25](=[O:32])[N:24]([CH2:33][CH3:34])[C:23]=3[CH:35]=2)[N:12]=1)=[O:4].C(Cl)Cl.CO. (2) Given the product [ClH:26].[CH:9]1([C:17]([OH:19])=[O:18])[C:10]2([CH2:16][CH2:15][CH2:14][CH2:13][CH2:12]2)[CH2:11][NH:8]1, predict the reactants needed to synthesize it. The reactants are: C(OC([N:8]1[CH2:11][C:10]2([CH2:16][CH2:15][CH2:14][CH2:13][CH2:12]2)[CH:9]1[C:17]([OH:19])=[O:18])=O)(C)(C)C.C(OCC)(=O)C.[ClH:26]. (3) Given the product [N:1]([CH2:2][C:3]([O-:5])=[O:4])([CH2:6][C:7]([O-:9])=[O:8])[CH2:10][C:11]([O-:13])=[O:12].[NH2:18][NH:19][C:20]([NH2:22])=[NH2+:21].[NH2:18][NH:19][C:20]([NH2:22])=[NH2+:21].[NH2:18][NH:19][C:20]([NH2:22])=[NH2+:21], predict the reactants needed to synthesize it. The reactants are: [N:1]([CH2:10][C:11]([OH:13])=[O:12])([CH2:6][C:7]([OH:9])=[O:8])[CH2:2][C:3]([OH:5])=[O:4].C(=O)(O)O.[NH2:18][NH:19][C:20]([NH2:22])=[NH:21].C(=O)=O. (4) The reactants are: [CH3:1][N:2]([CH3:24])[S:3]([CH2:6][CH2:7][N:8]1[C:17]2[C:12](=[N:13][CH:14]=[CH:15][CH:16]=2)[C:11]([OH:18])=[C:10]([C:19]([O:21]C)=O)[C:9]1=[O:23])(=[O:5])=[O:4].[F:25][C:26]1[CH:33]=[CH:32][C:29]([CH2:30][NH2:31])=[CH:28][CH:27]=1. Given the product [CH3:24][N:2]([CH3:1])[S:3]([CH2:6][CH2:7][N:8]1[C:17]2[C:12](=[N:13][CH:14]=[CH:15][CH:16]=2)[C:11]([OH:18])=[C:10]([C:19]([NH:31][CH2:30][C:29]2[CH:32]=[CH:33][C:26]([F:25])=[CH:27][CH:28]=2)=[O:21])[C:9]1=[O:23])(=[O:5])=[O:4], predict the reactants needed to synthesize it. (5) Given the product [O:13]=[C:11]1[CH:10]=[CH:9][C:8](=[O:14])[N:7]1[CH2:6][CH:5]([S:15]([OH:18])(=[O:17])=[O:16])[CH2:4][C:1]([OH:3])=[O:2], predict the reactants needed to synthesize it. The reactants are: [C:1]([CH2:4][CH:5]([S:15]([OH:18])(=[O:17])=[O:16])[CH2:6][NH:7][C:8](=[O:14])/[CH:9]=[CH:10]\[C:11]([OH:13])=O)([OH:3])=[O:2].CC(N(C)C)=O.C[Si](N[Si](C)(C)C)(C)C. (6) Given the product [CH3:1][C:2]1[O:3][C:4]([C:8]([N:39]2[CH2:40][CH2:41][C@H:37]([O:36][C:35]3[C:30]4[CH2:29][N:28]([C:25]5[CH:26]=[N:27][C:22]([O:21][CH3:20])=[C:23]([CH3:44])[CH:24]=5)[CH2:43][CH2:42][C:31]=4[N:32]=[CH:33][N:34]=3)[CH2:38]2)=[O:10])=[C:5]([CH3:7])[N:6]=1, predict the reactants needed to synthesize it. The reactants are: [CH3:1][C:2]1[O:3][C:4]([C:8]([OH:10])=O)=[C:5]([CH3:7])[N:6]=1.CCN(C(C)C)C(C)C.[CH3:20][O:21][C:22]1[N:27]=[CH:26][C:25]([N:28]2[CH2:43][CH2:42][C:31]3[N:32]=[CH:33][N:34]=[C:35]([O:36][C@H:37]4[CH2:41][CH2:40][NH:39][CH2:38]4)[C:30]=3[CH2:29]2)=[CH:24][C:23]=1[CH3:44]. (7) Given the product [F:1][C:2]([F:15])([F:16])[C@@:3]([O:13][CH3:14])([C:7]1[CH:12]=[CH:11][CH:10]=[CH:9][CH:8]=1)[C:4]([O:6][C:23]1[C:22]([F:25])=[C:21]([F:26])[C:20]([F:27])=[C:19]([F:28])[C:18]=1[F:17])=[O:5], predict the reactants needed to synthesize it. The reactants are: [F:1][C:2]([F:16])([F:15])[C@@:3]([O:13][CH3:14])([C:7]1[CH:12]=[CH:11][CH:10]=[CH:9][CH:8]=1)[C:4]([OH:6])=[O:5].[F:17][C:18]1[C:23](O)=[C:22]([F:25])[C:21]([F:26])=[C:20]([F:27])[C:19]=1[F:28].C1CCC(N=C=NC2CCCCC2)CC1. (8) Given the product [CH3:3][O:4][C:5]1[CH:10]=[CH:9][C:8]([O:11][CH2:12][CH:14]2[CH2:15][O:16]2)=[CH:7][CH:6]=1, predict the reactants needed to synthesize it. The reactants are: [OH-].[Na+].[CH3:3][O:4][C:5]1[CH:10]=[CH:9][C:8]([OH:11])=[CH:7][CH:6]=1.[CH2:12]([CH:14]1[O:16][CH2:15]1)Cl.CCOC(C)=O. (9) Given the product [C:4]([CH:3]([NH:2][C:29]([C:27]1[N:26]=[N:25][N:24]([CH2:23][CH2:22][NH:21][C:19](=[O:20])[C:18]2[CH:32]=[CH:33][C:34]([O:38][CH3:39])=[C:35]([O:36][CH3:37])[C:17]=2[O:16][CH3:15])[CH:28]=1)=[O:30])[C:6]1[CH:11]=[CH:10][C:9]([CH:12]([CH3:14])[CH3:13])=[CH:8][CH:7]=1)#[N:5], predict the reactants needed to synthesize it. The reactants are: Cl.[NH2:2][CH:3]([C:6]1[CH:11]=[CH:10][C:9]([CH:12]([CH3:14])[CH3:13])=[CH:8][CH:7]=1)[C:4]#[N:5].[CH3:15][O:16][C:17]1[C:35]([O:36][CH3:37])=[C:34]([O:38][CH3:39])[CH:33]=[CH:32][C:18]=1[C:19]([NH:21][CH2:22][CH2:23][N:24]1[CH:28]=[C:27]([C:29](O)=[O:30])[N:26]=[N:25]1)=[O:20]. (10) Given the product [CH:7]1([CH2:13][C@@H:14]([N:30]([CH3:31])[C:38]([CH:32]2[CH2:37][CH2:36][CH2:35][CH2:34][CH2:33]2)=[O:39])[CH2:15][N:16]2[CH2:17][CH2:18][CH:19]([C:22]3[CH:27]=[CH:26][CH:25]=[CH:24][C:23]=3[O:28][CH3:29])[CH2:20][CH2:21]2)[CH2:8][CH2:9][CH2:10][CH2:11][CH2:12]1.[ClH:40], predict the reactants needed to synthesize it. The reactants are: C(=O)([O-])[O-].[K+].[K+].[CH:7]1([CH2:13][C@@H:14]([NH:30][CH3:31])[CH2:15][N:16]2[CH2:21][CH2:20][CH:19]([C:22]3[CH:27]=[CH:26][CH:25]=[CH:24][C:23]=3[O:28][CH3:29])[CH2:18][CH2:17]2)[CH2:12][CH2:11][CH2:10][CH2:9][CH2:8]1.[CH:32]1([C:38]([Cl:40])=[O:39])[CH2:37][CH2:36][CH2:35][CH2:34][CH2:33]1.